Predict the reaction yield, written as a fraction of the theoretical maximum amount of product (1.0 means a 100% yield; for example, 0.34 means a 34% yield). From a dataset of Reaction yield outcomes from USPTO patents with 853,638 reactions. (1) The product is [F:1][C@@H:2]1[C@@H:6]([CH2:7][O:8][Si:23]([C:24]2[CH:25]=[CH:26][CH:27]=[CH:28][CH:29]=2)([C:30]2[CH:35]=[CH:34][CH:33]=[CH:32][CH:31]=2)[C:17]2[CH:18]=[CH:19][CH:20]=[CH:21][CH:22]=2)[O:5][C@@H:4]([N:9]2[CH:16]=[CH:15][C:13](=[O:14])[NH:12][C:10]2=[O:11])[CH2:3]1. The reactants are [F:1][C@@H:2]1[C@@H:6]([CH2:7][OH:8])[O:5][C@@H:4]([N:9]2[CH:16]=[CH:15][C:13](=[O:14])[NH:12][C:10]2=[O:11])[CH2:3]1.[C:17]1([Si:23](Cl)([C:30]2[CH:35]=[CH:34][CH:33]=[CH:32][CH:31]=2)[C:24]2[CH:29]=[CH:28][CH:27]=[CH:26][CH:25]=2)[CH:22]=[CH:21][CH:20]=[CH:19][CH:18]=1. The catalyst is N1C=CC=CC=1. The yield is 0.600. (2) The reactants are [CH2:1]([OH:5])[CH2:2][CH2:3][OH:4].[N+:6]([C:9]1[CH:16]=[CH:15][CH:14]=[C:13]([N+]([O-])=O)[C:10]=1[C:11]#[N:12])([O-:8])=[O:7]. No catalyst specified. The product is [OH:4][CH2:3][CH2:2][CH2:1][O:5][C:13]1[CH:14]=[CH:15][CH:16]=[C:9]([N+:6]([O-:8])=[O:7])[C:10]=1[C:11]#[N:12]. The yield is 0.610.